From a dataset of Full USPTO retrosynthesis dataset with 1.9M reactions from patents (1976-2016). Predict the reactants needed to synthesize the given product. (1) Given the product [CH:1]([O:4][C:5]1[N:10]=[C:9]([C:11]2[CH:12]=[C:13]3[C:17](=[CH:18][CH:19]=2)[NH:16][CH:15]=[C:14]3[C:20]2[O:24][C:23]([N:25]3[CH2:26][CH2:27][CH:28]([NH2:31])[CH2:29][CH2:30]3)=[N:22][N:21]=2)[CH:8]=[N:7][CH:6]=1)([CH3:3])[CH3:2], predict the reactants needed to synthesize it. The reactants are: [CH:1]([O:4][C:5]1[N:10]=[C:9]([C:11]2[CH:12]=[C:13]3[C:17](=[CH:18][CH:19]=2)[NH:16][CH:15]=[C:14]3[C:20]2[O:24][C:23]([N:25]3[CH2:30][CH2:29][CH:28]([NH:31]C(=O)OC(C)(C)C)[CH2:27][CH2:26]3)=[N:22][N:21]=2)[CH:8]=[N:7][CH:6]=1)([CH3:3])[CH3:2].Cl. (2) Given the product [NH2:3][C:4]([NH2:6])=[O:5].[CH2:18]=[O:19].[N:7]1[C:14]([NH2:15])=[N:13][C:11]([NH2:12])=[N:10][C:8]=1[NH2:9], predict the reactants needed to synthesize it. The reactants are: C=O.[NH2:3][C:4]([NH2:6])=[O:5].[N:7]1[C:14]([NH2:15])=[N:13][C:11]([NH2:12])=[N:10][C:8]=1[NH2:9].N(CCO)(CCO)C[CH2:18][OH:19]. (3) Given the product [F:1][C:2]([F:33])([F:32])[C:3]1[C:12]([O:13][C@H:14]2[CH2:19][CH2:18][C@@H:17]([C:20]([F:23])([F:22])[F:21])[CH2:16][CH2:15]2)=[CH:11][CH:10]=[C:9]2[C:4]=1[CH:5]=[CH:6][C:7]([CH:24]([N:35]1[N:36]=[N:37][C:38]([CH:39]3[CH2:44][CH2:43][NH:42][CH2:41][CH2:40]3)=[N:34]1)[CH2:25][CH3:26])=[CH:8]2, predict the reactants needed to synthesize it. The reactants are: [F:1][C:2]([F:33])([F:32])[C:3]1[C:12]([O:13][CH:14]2[CH2:19][CH2:18][CH:17]([C:20]([F:23])([F:22])[F:21])[CH2:16][CH2:15]2)=[CH:11][CH:10]=[C:9]2[C:4]=1[CH:5]=[CH:6][C:7]([CH:24](OS(C)(=O)=O)[CH2:25][CH3:26])=[CH:8]2.[NH:34]1[C:38]([CH:39]2[CH2:44][CH2:43][NH:42][CH2:41][CH2:40]2)=[N:37][N:36]=[N:35]1.C(=O)([O-])[O-].[Cs+].[Cs+]. (4) Given the product [O:1]1[CH2:6][CH2:5][CH:4]([CH2:7][NH:8][C:18]([NH:17][C:14]2[CH:13]=[CH:12][C:11]([C:10]([F:9])([F:20])[F:21])=[CH:16][CH:15]=2)=[O:19])[CH2:3][CH2:2]1, predict the reactants needed to synthesize it. The reactants are: [O:1]1[CH2:6][CH2:5][CH:4]([CH2:7][NH2:8])[CH2:3][CH2:2]1.[F:9][C:10]([F:21])([F:20])[C:11]1[CH:16]=[CH:15][C:14]([N:17]=[C:18]=[O:19])=[CH:13][CH:12]=1. (5) Given the product [F:30][C:29]([F:32])([F:31])[C:24]1[CH:25]=[CH:26][CH:27]=[CH:28][C:23]=1[O:20][C:17]1[CH:16]=[CH:15][C:14]([C:11]23[CH2:12][CH2:13][CH:8]([N:5]4[CH2:6][CH2:7][S:2](=[O:1])(=[O:21])[N:3]=[C:4]42)[CH2:9][CH2:10]3)=[CH:19][CH:18]=1, predict the reactants needed to synthesize it. The reactants are: [O:1]=[S:2]1(=[O:21])[CH2:7][CH2:6][N:5]2[CH:8]3[CH2:13][CH2:12][C:11]([C:14]4[CH:19]=[CH:18][C:17]([OH:20])=[CH:16][CH:15]=4)([C:4]2=[N:3]1)[CH2:10][CH2:9]3.Br[C:23]1[CH:28]=[CH:27][CH:26]=[CH:25][C:24]=1[C:29]([F:32])([F:31])[F:30].N1C=CC=CC=1C(O)=O.P([O-])([O-])([O-])=O.[K+].[K+].[K+].